This data is from Forward reaction prediction with 1.9M reactions from USPTO patents (1976-2016). The task is: Predict the product of the given reaction. (1) Given the reactants Cl[C:2]1[C:3]([NH2:9])=[N:4][CH:5]=[C:6]([Cl:8])[N:7]=1.[N:10]1[CH:15]=[CH:14][CH:13]=[C:12]([CH2:16][OH:17])[CH:11]=1.[H-].[Na+].[C:24]([OH:26])(=[O:25])[CH2:22][C:22]([CH2:22][C:24]([OH:26])=[O:25])([C:24]([OH:26])=[O:25])O, predict the reaction product. The product is: [C:24]([O:26][CH2:5][CH3:6])(=[O:25])[CH3:22].[CH3:15][CH2:14][CH2:13][CH:12]([CH3:16])[CH3:11].[Cl:8][C:6]1[N:7]=[C:2]([O:17][CH2:16][C:12]2[CH:11]=[N:10][CH:15]=[CH:14][CH:13]=2)[C:3]([NH2:9])=[N:4][CH:5]=1. (2) Given the reactants [Cl:1][C:2]1[CH:7]=[CH:6][C:5]([N:8]2[C:12]([C:13]3[CH:18]=[CH:17][C:16]([O:19][S:20]([CH2:23][CH2:24][C:25]([F:28])([F:27])[F:26])(=[O:22])=[O:21])=[CH:15][CH:14]=3)=[C:11]([CH3:29])[C:10]([C:30]([O:32]CC(Cl)(Cl)Cl)=[O:31])=[N:9]2)=[C:4]([CH3:38])[CH:3]=1.C(Cl)Cl, predict the reaction product. The product is: [Cl:1][C:2]1[CH:7]=[CH:6][C:5]([N:8]2[C:12]([C:13]3[CH:14]=[CH:15][C:16]([O:19][S:20]([CH2:23][CH2:24][C:25]([F:28])([F:27])[F:26])(=[O:22])=[O:21])=[CH:17][CH:18]=3)=[C:11]([CH3:29])[C:10]([C:30]([OH:32])=[O:31])=[N:9]2)=[C:4]([CH3:38])[CH:3]=1.